From a dataset of Full USPTO retrosynthesis dataset with 1.9M reactions from patents (1976-2016). Predict the reactants needed to synthesize the given product. (1) Given the product [CH3:9][O:8][C:6]([C:5]1[CH:4]=[CH:3][C:2]([NH:1][C:20](=[O:21])/[CH:19]=[CH:18]/[C:17]2[C:13]([CH3:12])=[N:14][O:15][C:16]=2[C:23]2[CH:24]=[CH:25][CH:26]=[CH:27][CH:28]=2)=[CH:11][CH:10]=1)=[O:7], predict the reactants needed to synthesize it. The reactants are: [NH2:1][C:2]1[CH:11]=[CH:10][C:5]([C:6]([O:8][CH3:9])=[O:7])=[CH:4][CH:3]=1.[CH3:12][C:13]1[C:17](/[CH:18]=[CH:19]/[C:20](O)=[O:21])=[C:16]([C:23]2[CH:28]=[CH:27][CH:26]=[CH:25][CH:24]=2)[O:15][N:14]=1.O.ON1C2C=CC=CC=2N=N1.Cl.C(N=C=NCCCN(C)C)C. (2) Given the product [CH2:1]([O:8][C:9]1[CH:10]=[CH:11][C:12]([O:15][C:22](=[O:24])[CH3:23])=[CH:13][CH:14]=1)[C:2]1[CH:3]=[CH:4][CH:5]=[CH:6][CH:7]=1, predict the reactants needed to synthesize it. The reactants are: [CH2:1]([O:8][C:9]1[CH:14]=[CH:13][C:12]([OH:15])=[CH:11][CH:10]=1)[C:2]1[CH:7]=[CH:6][CH:5]=[CH:4][CH:3]=1.N1C=CC=CC=1.[C:22](OC(=O)C)(=[O:24])[CH3:23].C(OCC)(=O)C. (3) Given the product [O:18]1[CH2:23][CH2:22][CH:21]([C:24]2[N:25]=[C:8]([OH:9])[CH:7]=[C:6]([OH:13])[N:26]=2)[CH2:20][CH2:19]1, predict the reactants needed to synthesize it. The reactants are: [H-].[Na+].C(O)C.[C:6](OCC)(=[O:13])[CH2:7][C:8](OCC)=[O:9].Cl.[O:18]1[CH2:23][CH2:22][CH:21]([C:24](=[NH:26])[NH2:25])[CH2:20][CH2:19]1. (4) Given the product [C:1]([C:2]1([NH:21][C:20]2[CH:22]=[CH:23][C:17]([I:16])=[CH:18][CH:19]=2)[CH2:7][CH2:6][N:5]([C:8]([O:10][C:11]([CH3:14])([CH3:13])[CH3:12])=[O:30])[CH:4]([CH3:24])[CH2:3]1)#[N:31], predict the reactants needed to synthesize it. The reactants are: [CH3:1][CH:2]1[CH2:7][CH2:6][N:5]([C:8]([O:10][C:11]([CH3:14])([CH3:13])[CH3:12])=O)[C:4](=O)[CH2:3]1.[I:16][C:17]1[CH:23]=[CH:22][C:20]([NH2:21])=[CH:19][CH:18]=1.[CH3:24][Si](C#N)(C)C.[OH-:30].[NH4+:31].